Task: Predict the reactants needed to synthesize the given product.. Dataset: Full USPTO retrosynthesis dataset with 1.9M reactions from patents (1976-2016) (1) Given the product [CH2:1]([C:8]12[CH:17]([OH:18])[CH2:16][CH2:15][CH2:14][CH:13]1[CH:12]([CH3:19])[C:11]1([O:23][CH2:22][CH2:21][O:20]1)[CH2:10][CH2:9]2)[C:2]1[CH:3]=[CH:4][CH:5]=[CH:6][CH:7]=1, predict the reactants needed to synthesize it. The reactants are: [CH2:1]([C:8]12[CH:17]([OH:18])[CH2:16][CH2:15][CH2:14][CH:13]1[CH:12]([CH3:19])[C:11](=[O:20])[CH2:10][CH2:9]2)[C:2]1[CH:7]=[CH:6][CH:5]=[CH:4][CH:3]=1.[CH2:21](O)[CH2:22][OH:23].C1(C)C=CC(S(O)(=O)=O)=CC=1.O. (2) Given the product [Cl:31][C:29]1[CH:28]=[CH:27][C:26]([S:32]([CH2:35][CH3:36])(=[O:33])=[O:34])=[C:25]([CH2:24][N:19]2[C:18](=[O:37])[C:17]3[C:22](=[CH:23][C:14]([CH2:13][N:10]4[CH2:11][CH2:12][C@@H:8]([NH:7][C:43](=[O:45])[CH3:44])[CH2:9]4)=[C:15]([O:38][C:39]([F:40])([F:41])[F:42])[CH:16]=3)[N:21]=[CH:20]2)[CH:30]=1, predict the reactants needed to synthesize it. The reactants are: N1C=CC=CC=1.[NH2:7][C@@H:8]1[CH2:12][CH2:11][N:10]([CH2:13][C:14]2[CH:23]=[C:22]3[C:17]([C:18](=[O:37])[N:19]([CH2:24][C:25]4[CH:30]=[C:29]([Cl:31])[CH:28]=[CH:27][C:26]=4[S:32]([CH2:35][CH3:36])(=[O:34])=[O:33])[CH:20]=[N:21]3)=[CH:16][C:15]=2[O:38][C:39]([F:42])([F:41])[F:40])[CH2:9]1.[C:43](Cl)(=[O:45])[CH3:44].[Cl-].[NH4+]. (3) Given the product [CH3:13][C:12]1[C:7]([NH:31][C:27]2[CH:28]=[CH:29][CH:30]=[C:25]([C:24]([F:32])([F:33])[F:23])[CH:26]=2)=[N:8][C:9]([NH:15][CH2:16][C:17]2[CH:22]=[CH:21][CH:20]=[CH:19][N:18]=2)=[N:10][C:11]=1[CH3:14], predict the reactants needed to synthesize it. The reactants are: C1(N[C:7]2[C:12]([CH3:13])=[C:11]([CH3:14])[N:10]=[C:9]([NH:15][CH2:16][C:17]3[CH:22]=[CH:21][CH:20]=[CH:19][N:18]=3)[N:8]=2)CCCC1.[F:23][C:24]([F:33])([F:32])[C:25]1[CH:26]=[C:27]([NH2:31])[CH:28]=[CH:29][CH:30]=1. (4) Given the product [NH:1]1[C:9]2[C:4](=[CH:5][C:6]([NH:10][C:11]3[C:12]4[C:19]5[CH2:20][CH2:21][CH:22]([C:24]([NH:27][C:28]6[CH:33]=[CH:32][CH:31]=[C:30]([CH3:34])[CH:29]=6)=[O:25])[CH2:23][C:18]=5[S:17][C:13]=4[N:14]=[CH:15][N:16]=3)=[CH:7][CH:8]=2)[CH:3]=[N:2]1, predict the reactants needed to synthesize it. The reactants are: [NH:1]1[C:9]2[C:4](=[CH:5][C:6]([NH:10][C:11]3[C:12]4[C:19]5[CH2:20][CH2:21][CH:22]([C:24](O)=[O:25])[CH2:23][C:18]=5[S:17][C:13]=4[N:14]=[CH:15][N:16]=3)=[CH:7][CH:8]=2)[CH:3]=[N:2]1.[NH2:27][C:28]1[CH:33]=[CH:32][CH:31]=[C:30]([CH3:34])[CH:29]=1.C(N(CC)C(C)C)(C)C.C(P1(=O)OP(CCC)(=O)OP(CCC)(=O)O1)CC.C(P(OP(CCC)=O)=O)CC. (5) Given the product [CH2:1]([S:3][C:4]1[NH:15][C:16](=[O:20])[C:11]2[C:6](=[CH:7][CH:8]=[C:9]([CH:12]([CH3:14])[CH3:13])[CH:10]=2)[N:5]=1)[CH3:2], predict the reactants needed to synthesize it. The reactants are: [CH2:1]([S:3]/[C:4](/[NH:15][C:16](=[O:20])OCC)=[N:5]/[C:6]1[CH:11]=[CH:10][C:9]([CH:12]([CH3:14])[CH3:13])=[CH:8][CH:7]=1)[CH3:2].C1(OC2C=CC=CC=2)C=CC=CC=1. (6) Given the product [O:1]1[CH:5]=[CH:4][C:3]([CH:6]2[O:10][CH2:9][CH2:8][O:7]2)=[CH:2]1, predict the reactants needed to synthesize it. The reactants are: [O:1]1[CH:5]=[CH:4][C:3]([CH:6]=[O:7])=[CH:2]1.[CH2:8](O)[CH2:9][OH:10].C1(C)C=CC(S(O)(=O)=O)=CC=1.C1C=CC=CC=1.